The task is: Predict the reactants needed to synthesize the given product.. This data is from Full USPTO retrosynthesis dataset with 1.9M reactions from patents (1976-2016). Given the product [CH2:9]([N:8]([CH2:1][C:2]1[CH:3]=[CH:4][CH:5]=[CH:6][CH:7]=1)[C@H:16]1[CH2:21][CH2:20][C@@H:19]([CH2:22][O:23][CH2:37][CH2:38][CH:33]2[CH2:32][CH2:31][CH2:30][CH2:29][NH:28]2)[CH2:18][CH2:17]1)[C:10]1[CH:15]=[CH:14][CH:13]=[CH:12][CH:11]=1, predict the reactants needed to synthesize it. The reactants are: [CH2:1]([N:8]([C@@H:16]1[CH2:21][CH2:20][C@H:19]([CH2:22][OH:23])[CH2:18][CH2:17]1)[CH2:9][C:10]1[CH:15]=[CH:14][CH:13]=[CH:12][CH:11]=1)[C:2]1[CH:7]=[CH:6][CH:5]=[CH:4][CH:3]=1.Cl.ClCC[N:28]1[CH2:33][CH2:32][CH2:31][CH2:30][CH2:29]1.[H-].[K+].O1CCO[CH2:38][CH2:37]1.